This data is from Forward reaction prediction with 1.9M reactions from USPTO patents (1976-2016). The task is: Predict the product of the given reaction. Given the reactants [CH3:1][O:2][C:3](=[O:34])[CH2:4][C@H:5]1[C:9]2[CH:10]=[CH:11][C:12]([O:14][C@H:15]3[C:23]4[C:18](=[C:19](B5OC(C)(C)C(C)(C)O5)[CH:20]=[CH:21][C:22]=4[F:24])[CH2:17][CH2:16]3)=[CH:13][C:8]=2[O:7][CH2:6]1.Cl[C:36]1[C:41]([CH3:42])=[CH:40][C:39]([C:43]2[N:44]([CH3:49])[CH:45]=[C:46]([CH3:48])[N:47]=2)=[CH:38][C:37]=1[CH3:50].BrC1C=CC(F)=C2C=1CC[C@H]2OC1C=CC2[C@H](CC(OC)=O)COC=2C=1, predict the reaction product. The product is: [CH3:1][O:2][C:3](=[O:34])[CH2:4][C@H:5]1[C:9]2[CH:10]=[CH:11][C:12]([O:14][C@H:15]3[C:23]4[C:18](=[C:19]([C:36]5[C:41]([CH3:42])=[CH:40][C:39]([C:43]6[N:44]([CH3:49])[CH:45]=[C:46]([CH3:48])[N:47]=6)=[CH:38][C:37]=5[CH3:50])[CH:20]=[CH:21][C:22]=4[F:24])[CH2:17][CH2:16]3)=[CH:13][C:8]=2[O:7][CH2:6]1.